Dataset: Full USPTO retrosynthesis dataset with 1.9M reactions from patents (1976-2016). Task: Predict the reactants needed to synthesize the given product. (1) Given the product [C:1]([O:5][C:6]([N:8]1[CH2:9][CH2:10][CH:11]([O:14][C:15]2[C:16]([F:25])=[CH:17][C:18]([NH2:22])=[CH:19][C:20]=2[F:21])[CH2:12][CH2:13]1)=[O:7])([CH3:4])([CH3:2])[CH3:3], predict the reactants needed to synthesize it. The reactants are: [C:1]([O:5][C:6]([N:8]1[CH2:13][CH2:12][CH:11]([O:14][C:15]2[C:20]([F:21])=[CH:19][C:18]([N+:22]([O-])=O)=[CH:17][C:16]=2[F:25])[CH2:10][CH2:9]1)=[O:7])([CH3:4])([CH3:3])[CH3:2]. (2) Given the product [C:29]([N:25]1[C:26]2[C:21](=[CH:20][C:19]([C:16]3[CH:17]=[CH:18][C:13]([CH2:12][N:10]([CH3:11])[C:9](=[O:41])[O:8][CH2:7][C:1]4[CH:2]=[CH:3][CH:4]=[CH:5][CH:6]=4)=[CH:14][CH:15]=3)=[CH:28][CH:27]=2)[C@H:22]([NH2:33])[CH2:23][C@@H:24]1[CH3:32])(=[O:31])[CH3:30], predict the reactants needed to synthesize it. The reactants are: [C:1]1([CH2:7][O:8][C:9](=[O:41])[N:10]([CH2:12][C:13]2[CH:18]=[CH:17][C:16]([C:19]3[CH:20]=[C:21]4[C:26](=[CH:27][CH:28]=3)[N:25]([C:29](=[O:31])[CH3:30])[C@@H:24]([CH3:32])[CH2:23][C@H:22]4[NH:33]C(OC(C)(C)C)=O)=[CH:15][CH:14]=2)[CH3:11])[CH:6]=[CH:5][CH:4]=[CH:3][CH:2]=1.C(Cl)(=O)C.